This data is from Catalyst prediction with 721,799 reactions and 888 catalyst types from USPTO. The task is: Predict which catalyst facilitates the given reaction. (1) Reactant: [CH2:1](P(CCCC)CCCC)CCC.[OH:14][C:15]1[CH:20]=[CH:19][C:18]([CH2:21][C:22]([O:24][CH3:25])=[O:23])=[CH:17][CH:16]=1.[Br:26][C:27]1[CH:32]=[CH:31][C:30]([C:33]2[CH:38]=[CH:37][C:36]([CH2:39]/[CH:40]=[CH:41]/CO)=[CH:35][CH:34]=2)=[CH:29][CH:28]=1. Product: [CH3:25][O:24][C:22](=[O:23])[CH2:21][C:18]1[CH:17]=[CH:16][C:15]([O:14][CH2:41]/[CH:40]=[C:39](/[C:36]2[CH:35]=[CH:34][C:33]([C:30]3[CH:29]=[CH:28][C:27]([Br:26])=[CH:32][CH:31]=3)=[CH:38][CH:37]=2)\[CH3:1])=[CH:20][CH:19]=1. The catalyst class is: 1. (2) Reactant: [OH:1][C:2]1[CH:3]=[C:4]([CH:7]=[CH:8][CH:9]=1)[CH2:5][OH:6].[OH-].[K+].[C:12](OC(=O)C)(=[O:14])[CH3:13]. Product: [C:12]([O:1][C:2]1[CH:9]=[CH:8][CH:7]=[C:4]([CH2:5][OH:6])[CH:3]=1)(=[O:14])[CH3:13]. The catalyst class is: 6. (3) The catalyst class is: 1. Product: [Br:1][C:2]1[CH:3]=[C:4]([C:9]([C:10]#[N:11])([CH3:13])[CH3:12])[CH:5]=[C:6]([F:8])[C:7]=1[C:27]([NH:26][C:22]([CH3:25])([CH3:24])[CH3:23])=[O:28]. Reactant: [Br:1][C:2]1[CH:3]=[C:4]([C:9]([CH3:13])([CH3:12])[C:10]#[N:11])[CH:5]=[C:6]([F:8])[CH:7]=1.C([N-]C(C)C)(C)C.[Li+].[C:22]([N:26]=[C:27]=[O:28])([CH3:25])([CH3:24])[CH3:23]. (4) Reactant: [C:1]([O:5][C:6]([NH:8][C:9]1[C:10]([NH:15][C:16](=[O:32])[CH2:17][C@H:18]([NH:21][C:22](=[O:31])[O:23][CH2:24][C:25]2[CH:30]=[CH:29][CH:28]=[CH:27][CH:26]=2)[CH2:19]O)=[N:11][N:12]([CH3:14])[CH:13]=1)=[O:7])([CH3:4])([CH3:3])[CH3:2].C(P(CCCC)CCCC)CCC.C1(C)C=CC=CC=1.C1(C)C=CC=CC=1.N(C(OCC)=O)=NC(OCC)=O. Product: [C:1]([O:5][C:6]([NH:8][C:9]1[C:10]([N:15]2[C:16](=[O:32])[CH2:17][C@H:18]([NH:21][C:22](=[O:31])[O:23][CH2:24][C:25]3[CH:30]=[CH:29][CH:28]=[CH:27][CH:26]=3)[CH2:19]2)=[N:11][N:12]([CH3:14])[CH:13]=1)=[O:7])([CH3:4])([CH3:2])[CH3:3]. The catalyst class is: 1. (5) Reactant: [CH3:1][CH:2]1[N:11]2[CH:12]=[C:13]([C:16]([OH:18])=[O:17])[C:14](=[O:15])[C:9]3[C:10]2=[C:5]([CH:6]=[C:7](F)[CH:8]=3)[CH2:4][CH2:3]1.[NH2:20][CH2:21][CH2:22][NH2:23]. Product: [CH:16]([OH:18])=[O:17].[NH2:20][CH2:21][CH2:22][NH:23][C:7]1[CH:8]=[C:9]2[C:10]3=[C:5]([CH2:4][CH2:3][CH:2]([CH3:1])[N:11]3[CH:12]=[C:13]([C:16]([OH:18])=[O:17])[C:14]2=[O:15])[CH:6]=1. The catalyst class is: 60. (6) The catalyst class is: 4. Product: [F:4][C:3]([F:6])([F:5])[C:1]([OH:7])=[O:2].[NH2:36][C@H:32]([CH:33]([CH3:35])[CH3:34])[C:31]([NH:30][NH:29][C:27](=[O:28])/[CH:26]=[CH:25]\[N:22]1[CH:23]=[N:24][C:20]([C:12]2[CH:11]=[C:10]([C:9]([F:45])([F:46])[F:8])[CH:15]=[C:14]([C:16]([F:18])([F:17])[F:19])[CH:13]=2)=[N:21]1)=[O:44]. Reactant: [C:1]([OH:7])([C:3]([F:6])([F:5])[F:4])=[O:2].[F:8][C:9]([F:46])([F:45])[C:10]1[CH:11]=[C:12]([C:20]2[N:24]=[CH:23][N:22](/[CH:25]=[CH:26]\[C:27]([NH:29][NH:30][C:31](=[O:44])[C@H:32]([NH:36]C(=O)OC(C)(C)C)[CH:33]([CH3:35])[CH3:34])=[O:28])[N:21]=2)[CH:13]=[C:14]([C:16]([F:19])([F:18])[F:17])[CH:15]=1. (7) Reactant: C([O:3][C:4](=[O:21])[CH2:5][C:6]([N:8]1[CH2:13][CH2:12][N:11]([C:14]([O:16][C:17]([CH3:20])([CH3:19])[CH3:18])=[O:15])[CH2:10][CH2:9]1)=[O:7])C.O[Li].O. Product: [C:17]([O:16][C:14]([N:11]1[CH2:10][CH2:9][N:8]([C:6](=[O:7])[CH2:5][C:4]([OH:21])=[O:3])[CH2:13][CH2:12]1)=[O:15])([CH3:20])([CH3:18])[CH3:19]. The catalyst class is: 278. (8) Reactant: [CH3:1][C:2]1[C:10]2[C:5](=[N:6][CH:7]=[C:8]([C:24]3[CH:29]=[CH:28][CH:27]=[CH:26][CH:25]=3)[C:9]=2[N:11]2[CH2:16][CH2:15][N:14](C(OC(C)(C)C)=O)[CH2:13][CH2:12]2)[NH:4][CH:3]=1.C(O)(C(F)(F)F)=O. Product: [CH3:1][C:2]1[C:10]2[C:5](=[N:6][CH:7]=[C:8]([C:24]3[CH:25]=[CH:26][CH:27]=[CH:28][CH:29]=3)[C:9]=2[N:11]2[CH2:12][CH2:13][NH:14][CH2:15][CH2:16]2)[NH:4][CH:3]=1. The catalyst class is: 2.